Dataset: NCI-60 drug combinations with 297,098 pairs across 59 cell lines. Task: Regression. Given two drug SMILES strings and cell line genomic features, predict the synergy score measuring deviation from expected non-interaction effect. (1) Drug 1: C1CCC(C(C1)N)N.C(=O)(C(=O)[O-])[O-].[Pt+4]. Drug 2: C1C(C(OC1N2C=NC3=C2NC=NCC3O)CO)O. Cell line: SR. Synergy scores: CSS=56.4, Synergy_ZIP=-0.613, Synergy_Bliss=-1.75, Synergy_Loewe=-3.59, Synergy_HSA=-0.742. (2) Drug 1: CC1=C(C=C(C=C1)NC2=NC=CC(=N2)N(C)C3=CC4=NN(C(=C4C=C3)C)C)S(=O)(=O)N.Cl. Drug 2: COC1=C(C=C2C(=C1)N=CN=C2NC3=CC(=C(C=C3)F)Cl)OCCCN4CCOCC4. Cell line: T-47D. Synergy scores: CSS=34.0, Synergy_ZIP=7.17, Synergy_Bliss=14.6, Synergy_Loewe=10.5, Synergy_HSA=16.1. (3) Cell line: MDA-MB-435. Drug 1: CS(=O)(=O)CCNCC1=CC=C(O1)C2=CC3=C(C=C2)N=CN=C3NC4=CC(=C(C=C4)OCC5=CC(=CC=C5)F)Cl. Drug 2: C1=NC2=C(N1)C(=S)N=CN2. Synergy scores: CSS=34.0, Synergy_ZIP=2.15, Synergy_Bliss=3.04, Synergy_Loewe=-26.0, Synergy_HSA=-0.968. (4) Drug 1: CC1=CC2C(CCC3(C2CCC3(C(=O)C)OC(=O)C)C)C4(C1=CC(=O)CC4)C. Drug 2: CC1CCC2CC(C(=CC=CC=CC(CC(C(=O)C(C(C(=CC(C(=O)CC(OC(=O)C3CCCCN3C(=O)C(=O)C1(O2)O)C(C)CC4CCC(C(C4)OC)O)C)C)O)OC)C)C)C)OC. Cell line: HS 578T. Synergy scores: CSS=16.0, Synergy_ZIP=-3.19, Synergy_Bliss=-4.99, Synergy_Loewe=-20.5, Synergy_HSA=-9.35. (5) Drug 1: CC1=C(C=C(C=C1)NC2=NC=CC(=N2)N(C)C3=CC4=NN(C(=C4C=C3)C)C)S(=O)(=O)N.Cl. Drug 2: C1=CN(C(=O)N=C1N)C2C(C(C(O2)CO)O)O.Cl. Cell line: UO-31. Synergy scores: CSS=22.7, Synergy_ZIP=-1.98, Synergy_Bliss=-0.317, Synergy_Loewe=-13.9, Synergy_HSA=2.26. (6) Drug 1: C1CCN(CC1)CCOC2=CC=C(C=C2)C(=O)C3=C(SC4=C3C=CC(=C4)O)C5=CC=C(C=C5)O. Drug 2: CCN(CC)CCCC(C)NC1=C2C=C(C=CC2=NC3=C1C=CC(=C3)Cl)OC. Cell line: LOX IMVI. Synergy scores: CSS=12.9, Synergy_ZIP=-5.24, Synergy_Bliss=-3.21, Synergy_Loewe=-3.37, Synergy_HSA=-1.50.